Task: Predict the reaction yield, written as a fraction of the theoretical maximum amount of product (1.0 means a 100% yield; for example, 0.34 means a 34% yield).. Dataset: Reaction yield outcomes from USPTO patents with 853,638 reactions (1) The reactants are [CH3:1][N:2]([CH3:38])[C:3]([C:5]1[CH:10]=[CH:9][C:8]([NH:11][C:12]2[C:13]3[C:20]([F:21])=[CH:19][N:18]([CH:22]4[CH2:27][CH2:26][N:25]([C:28]5[N:33]=[CH:32][C:31]([C:34]([OH:36])=O)=[CH:30][N:29]=5)[CH2:24][CH2:23]4)[C:14]=3[N:15]=[CH:16][N:17]=2)=[C:7]([F:37])[CH:6]=1)=[O:4].[F:39][C:40]1([F:44])[CH2:43][NH:42][CH2:41]1.O.ON1C2C=CC=CC=2N=N1.Cl.C(N=C=NCCCN(C)C)C.C(=O)([O-])O.[Na+]. The catalyst is C(Cl)Cl.C(N(CC)CC)C. The product is [F:39][C:40]1([F:44])[CH2:43][N:42]([C:34]([C:31]2[CH:32]=[N:33][C:28]([N:25]3[CH2:26][CH2:27][CH:22]([N:18]4[C:14]5[N:15]=[CH:16][N:17]=[C:12]([NH:11][C:8]6[CH:9]=[CH:10][C:5]([C:3]([N:2]([CH3:38])[CH3:1])=[O:4])=[CH:6][C:7]=6[F:37])[C:13]=5[C:20]([F:21])=[CH:19]4)[CH2:23][CH2:24]3)=[N:29][CH:30]=2)=[O:36])[CH2:41]1. The yield is 0.990. (2) The yield is 0.430. The reactants are [C:1]([C:3]1[CH:10]=[CH:9][C:6]([CH:7]=[O:8])=[CH:5][CH:4]=1)#[N:2].C[Si]([N-:15][Si](C)(C)C)(C)C.[Li+].[OH-].[Na+].[C:23](O[C:23]([O:25][C:26]([CH3:29])([CH3:28])[CH3:27])=[O:24])([O:25][C:26]([CH3:29])([CH3:28])[CH3:27])=[O:24]. The product is [C:26]([O:25][C:23]([NH:2][C:1]([C:3]1[CH:10]=[CH:9][C:6]([CH:7]=[O:8])=[CH:5][CH:4]=1)=[NH:15])=[O:24])([CH3:29])([CH3:28])[CH3:27]. The catalyst is O1CCCC1.O.